From a dataset of NCI-60 drug combinations with 297,098 pairs across 59 cell lines. Regression. Given two drug SMILES strings and cell line genomic features, predict the synergy score measuring deviation from expected non-interaction effect. (1) Drug 1: C1=C(C(=O)NC(=O)N1)F. Drug 2: CCC1(CC2CC(C3=C(CCN(C2)C1)C4=CC=CC=C4N3)(C5=C(C=C6C(=C5)C78CCN9C7C(C=CC9)(C(C(C8N6C=O)(C(=O)OC)O)OC(=O)C)CC)OC)C(=O)OC)O.OS(=O)(=O)O. Cell line: CAKI-1. Synergy scores: CSS=28.3, Synergy_ZIP=-0.530, Synergy_Bliss=-2.52, Synergy_Loewe=-0.800, Synergy_HSA=-0.770. (2) Drug 1: C1=C(C(=O)NC(=O)N1)F. Drug 2: CN(CCCl)CCCl.Cl. Cell line: MDA-MB-231. Synergy scores: CSS=15.7, Synergy_ZIP=-7.77, Synergy_Bliss=-3.24, Synergy_Loewe=-2.28, Synergy_HSA=-1.89.